Dataset: Catalyst prediction with 721,799 reactions and 888 catalyst types from USPTO. Task: Predict which catalyst facilitates the given reaction. (1) Reactant: [CH3:1][C:2]1[C:3]([C:18]([OH:20])=O)=[CH:4][S:5][C:6]=1/[C:7](/[CH2:10][CH2:11][N:12]1[CH2:17][CH2:16][O:15][CH2:14][CH2:13]1)=[CH:8]\[CH3:9].Cl.[NH2:22][CH2:23][C:24]1[C:25](=[O:32])[NH:26][C:27]([CH3:31])=[CH:28][C:29]=1[CH3:30].CN1CCOCC1.C1C=NC2N(O)N=NC=2C=1.C(Cl)CCl. Product: [CH3:30][C:29]1[CH:28]=[C:27]([CH3:31])[NH:26][C:25](=[O:32])[C:24]=1[CH2:23][NH:22][C:18]([C:3]1[C:2]([CH3:1])=[C:6](/[C:7](/[CH2:10][CH2:11][N:12]2[CH2:13][CH2:14][O:15][CH2:16][CH2:17]2)=[CH:8]\[CH3:9])[S:5][CH:4]=1)=[O:20]. The catalyst class is: 16. (2) Reactant: [Cl:1][C:2]1[CH:7]=[C:6]([F:8])[C:5]([CH:9]([C:14]2[C:22]3[C:17](=[C:18]([CH2:23][S:24][CH3:25])[CH:19]=[CH:20][CH:21]=3)[NH:16][CH:15]=2)[CH2:10][CH2:11][C:12]#[N:13])=[C:4]([F:26])[CH:3]=1.ClCCl.ClC1C=CC=C(C(OO)=[O:38])C=1. Product: [Cl:1][C:2]1[CH:3]=[C:4]([F:26])[C:5]([CH:9]([C:14]2[C:22]3[C:17](=[C:18]([CH2:23][S:24]([CH3:25])=[O:38])[CH:19]=[CH:20][CH:21]=3)[NH:16][CH:15]=2)[CH2:10][CH2:11][C:12]#[N:13])=[C:6]([F:8])[CH:7]=1. The catalyst class is: 5. (3) Reactant: [Cl:1][C:2]1[C:3]2[C:7]([CH:8]=[C:9]([C:11]([F:14])([F:13])[F:12])[CH:10]=1)=[N:6][N:5]1[C:15]([CH:20]3[CH2:25][CH2:24][N:23](C(OC(C)(C)C)=O)[CH2:22][CH2:21]3)=[CH:16][C:17](=[O:19])[NH:18][C:4]=21.Cl. Product: [ClH:1].[Cl:1][C:2]1[C:3]2[C:7]([CH:8]=[C:9]([C:11]([F:13])([F:14])[F:12])[CH:10]=1)=[N:6][N:5]1[C:15]([CH:20]3[CH2:21][CH2:22][NH:23][CH2:24][CH2:25]3)=[CH:16][C:17](=[O:19])[NH:18][C:4]=21. The catalyst class is: 71. (4) Reactant: Br[C:2]1[CH:3]=[CH:4][C:5]2[O:11][CH2:10][CH2:9][N:8]3[CH:12]=[C:13]([C:15]4[N:19]([C:20]5[CH:25]=[CH:24][CH:23]=[CH:22][C:21]=5[Cl:26])[N:18]=[CH:17][N:16]=4)[N:14]=[C:7]3[C:6]=2[CH:27]=1.[Cl:28][C:29]1[CH:34]=[CH:33][C:32](B(O)O)=[CH:31][CH:30]=1.C([O-])([O-])=O.[Cs+].[Cs+].O. Product: [Cl:28][C:29]1[CH:34]=[CH:33][C:32]([C:2]2[CH:3]=[CH:4][C:5]3[O:11][CH2:10][CH2:9][N:8]4[CH:12]=[C:13]([C:15]5[N:19]([C:20]6[CH:25]=[CH:24][CH:23]=[CH:22][C:21]=6[Cl:26])[N:18]=[CH:17][N:16]=5)[N:14]=[C:7]4[C:6]=3[CH:27]=2)=[CH:31][CH:30]=1. The catalyst class is: 75. (5) Reactant: [C:1]([O:4][CH2:5][C@@H:6]1[O:10][C:9](=[O:11])[N:8]([C:12]2[CH:17]=[CH:16][CH:15]=[C:14]([F:18])[CH:13]=2)[CH2:7]1)(=[O:3])[CH3:2].[I:19]Cl. Product: [C:1]([O:4][CH2:5][C@@H:6]1[O:10][C:9](=[O:11])[N:8]([C:12]2[CH:17]=[CH:16][C:15]([I:19])=[C:14]([F:18])[CH:13]=2)[CH2:7]1)(=[O:3])[CH3:2]. The catalyst class is: 15. (6) Reactant: [Cl:1][C:2]1[CH:3]=[C:4]([CH:6]=[CH:7][C:8]=1[Cl:9])[NH2:5].Br[CH:11]([CH3:17])[C:12]([O:14][CH2:15][CH3:16])=[O:13].C([O-])(O)=O.[Na+]. Product: [CH2:15]([O:14][C:12](=[O:13])[CH:11]([NH:5][C:4]1[CH:6]=[CH:7][C:8]([Cl:9])=[C:2]([Cl:1])[CH:3]=1)[CH3:17])[CH3:16]. The catalyst class is: 14.